From a dataset of Catalyst prediction with 721,799 reactions and 888 catalyst types from USPTO. Predict which catalyst facilitates the given reaction. Reactant: [NH:1]1[CH2:4][CH:3]([CH2:5][N:6]([C@@H:13]2[CH2:15][C@H:14]2[C:16]2[CH:21]=[CH:20][CH:19]=[CH:18][CH:17]=2)[C:7](=[O:12])[C:8]([F:11])([F:10])[F:9])[CH2:2]1.[C:22]([CH:24]=[C:25]1[CH2:30][CH2:29][N:28]([C:31]([O:33][C:34]([CH3:37])([CH3:36])[CH3:35])=[O:32])[CH2:27][CH2:26]1)#[N:23].C1CCN2C(=NCCC2)CC1. Product: [C:22]([CH2:24][C:25]1([N:1]2[CH2:2][CH:3]([CH2:5][N:6]([C@@H:13]3[CH2:15][C@H:14]3[C:16]3[CH:21]=[CH:20][CH:19]=[CH:18][CH:17]=3)[C:7](=[O:12])[C:8]([F:11])([F:10])[F:9])[CH2:4]2)[CH2:26][CH2:27][N:28]([C:31]([O:33][C:34]([CH3:37])([CH3:36])[CH3:35])=[O:32])[CH2:29][CH2:30]1)#[N:23]. The catalyst class is: 10.